Dataset: Forward reaction prediction with 1.9M reactions from USPTO patents (1976-2016). Task: Predict the product of the given reaction. The product is: [Br:3][C:4]1[CH:9]=[CH:8][C:7]([CH2:10][C:11]#[N:12])=[CH:6][C:5]=1[O:13][CH2:21][CH2:20][CH:16]1[CH2:17][CH2:18][CH2:19][N:15]1[CH3:14]. Given the reactants [OH-].[K+].[Br:3][C:4]1[CH:9]=[CH:8][C:7]([CH2:10][C:11]#[N:12])=[CH:6][C:5]=1[OH:13].[CH3:14][N:15]1[CH2:19][CH2:18][CH2:17][CH:16]1[CH2:20][CH2:21]OS(C)(=O)=O.CN1CCCC1CCO.CS(Cl)(=O)=O, predict the reaction product.